Dataset: Forward reaction prediction with 1.9M reactions from USPTO patents (1976-2016). Task: Predict the product of the given reaction. Given the reactants Br[CH2:2][C:3]([NH:5][C:6]1[CH:11]=[CH:10][C:9]([C:12]2([C:17]3[CH:22]=[CH:21][C:20]([Cl:23])=[CH:19][CH:18]=3)[O:16][CH2:15][CH2:14][O:13]2)=[CH:8][C:7]=1[C:24](=[O:31])[C:25]1[CH:30]=[CH:29][CH:28]=[CH:27][CH:26]=1)=[O:4].[N-:32]=[N+:33]=[N-:34].[Na+], predict the reaction product. The product is: [N:32]([CH2:2][C:3]([NH:5][C:6]1[CH:11]=[CH:10][C:9]([C:12]2([C:17]3[CH:22]=[CH:21][C:20]([Cl:23])=[CH:19][CH:18]=3)[O:16][CH2:15][CH2:14][O:13]2)=[CH:8][C:7]=1[C:24](=[O:31])[C:25]1[CH:30]=[CH:29][CH:28]=[CH:27][CH:26]=1)=[O:4])=[N+:33]=[N-:34].